This data is from Reaction yield outcomes from USPTO patents with 853,638 reactions. The task is: Predict the reaction yield, written as a fraction of the theoretical maximum amount of product (1.0 means a 100% yield; for example, 0.34 means a 34% yield). (1) The product is [F:17][C:12]1[CH:13]=[CH:14][CH:15]=[C:16]2[C:11]=1[C:10]1([C:29]3[C:20](=[CH:21][C:22]4[O:27][CH2:26][CH2:25][O:24][C:23]=4[CH:28]=3)[O:19][CH2:18]1)[C:9](=[O:30])[NH:8]2. The catalyst is FC(F)(F)C(O)=O. The yield is 0.840. The reactants are C1(C(C2C=CC=CC=2)[N:8]2[C:16]3[C:11](=[C:12]([F:17])[CH:13]=[CH:14][CH:15]=3)[C:10]3([C:29]4[C:20](=[CH:21][C:22]5[O:27][CH2:26][CH2:25][O:24][C:23]=5[CH:28]=4)[O:19][CH2:18]3)[C:9]2=[O:30])C=CC=CC=1.C([SiH](CC)CC)C. (2) The reactants are [CH:1]([N:4]1[CH2:9][CH2:8][N:7]([C:10]([C@H:12]2[CH2:17][CH2:16][C@H:15]([O:18][C:19]3[CH:27]=[CH:26][C:22]([C:23](O)=[O:24])=[CH:21][CH:20]=3)[CH2:14][CH2:13]2)=[O:11])[CH2:6][CH2:5]1)([CH3:3])[CH3:2].C(N1C=CN=C1)(N1C=CN=C1)=O.[C:40](=[N:43]O)([NH2:42])[CH3:41].[H-].[Na+]. The product is [CH:1]([N:4]1[CH2:5][CH2:6][N:7]([C:10]([C@H:12]2[CH2:13][CH2:14][C@H:15]([O:18][C:19]3[CH:20]=[CH:21][C:22]([C:23]4[O:24][N:43]=[C:40]([CH3:41])[N:42]=4)=[CH:26][CH:27]=3)[CH2:16][CH2:17]2)=[O:11])[CH2:8][CH2:9]1)([CH3:3])[CH3:2]. The catalyst is C1COCC1. The yield is 0.440.